This data is from Forward reaction prediction with 1.9M reactions from USPTO patents (1976-2016). The task is: Predict the product of the given reaction. (1) The product is: [Cl:29][C:24]1[CH:25]=[CH:26][CH:27]=[CH:28][C:23]=1[N:21]([CH3:22])[C:19]([C:17]1[S:16][C:15]2[C:9]3[CH:8]=[CH:7][C:6]([NH:5][C:3](=[O:4])[CH2:2][N:33]([CH2:34][CH3:35])[CH2:31][CH3:32])=[CH:30][C:10]=3[O:11][CH2:12][CH2:13][C:14]=2[CH:18]=1)=[O:20]. Given the reactants Cl[CH2:2][C:3]([NH:5][C:6]1[CH:7]=[CH:8][C:9]2[C:15]3[S:16][C:17]([C:19]([N:21]([C:23]4[CH:28]=[CH:27][CH:26]=[CH:25][C:24]=4[Cl:29])[CH3:22])=[O:20])=[CH:18][C:14]=3[CH2:13][CH2:12][O:11][C:10]=2[CH:30]=1)=[O:4].[CH2:31]([NH:33][CH2:34][CH3:35])[CH3:32], predict the reaction product. (2) Given the reactants [C:1]([O:4][C:5]1[CH:14]=[CH:13][C:12]2[C:7](=[CH:8][CH:9]=[CH:10][CH:11]=2)[C:6]=1[C:15]1[C:24]2[C:19](=[CH:20][CH:21]=[CH:22][CH:23]=2)[CH:18]=[CH:17][C:16]=1OC=C)(=[O:3])[CH3:2].O, predict the reaction product. The product is: [C:1]([O:4][C:5]1[C:6]([C:15]2[C:24]3[C:19](=[CH:20][CH:21]=[CH:22][CH:23]=3)[CH:18]=[CH:17][CH:16]=2)=[C:7]2[C:12](=[CH:13][CH:14]=1)[CH:11]=[CH:10][CH:9]=[CH:8]2)(=[O:3])[CH3:2]. (3) Given the reactants [CH2:1]([C:3]1[N:7]([C:8]2[N:16]=[C:15]3[C:11]([N:12]=[C:13]([CH:18]=O)[N:14]3[CH3:17])=[C:10]([N:20]3[CH2:25][CH2:24][O:23][CH2:22][CH2:21]3)[N:9]=2)[C:6]2[CH:26]=[CH:27][CH:28]=[CH:29][C:5]=2[N:4]=1)[CH3:2].[NH:30]1[CH2:33][CH:32]([N:34]2[CH2:38][CH2:37][C@H:36]([OH:39])[CH2:35]2)[CH2:31]1.C(O[BH-](OC(=O)C)OC(=O)C)(=O)C.[Na+], predict the reaction product. The product is: [CH2:1]([C:3]1[N:7]([C:8]2[N:16]=[C:15]3[C:11]([N:12]=[C:13]([CH2:18][N:30]4[CH2:33][CH:32]([N:34]5[CH2:38][CH2:37][C@H:36]([OH:39])[CH2:35]5)[CH2:31]4)[N:14]3[CH3:17])=[C:10]([N:20]3[CH2:25][CH2:24][O:23][CH2:22][CH2:21]3)[N:9]=2)[C:6]2[CH:26]=[CH:27][CH:28]=[CH:29][C:5]=2[N:4]=1)[CH3:2]. (4) The product is: [Cl:1][C:2]1[CH:3]=[CH:4][C:5]([C@H:8]([C@@H:29]([CH3:34])[C:30]([F:31])([F:32])[F:33])[C:9]([NH:11][C:12]2[CH:13]=[C:14]([CH2:20][CH2:21][C:22]([OH:24])=[O:23])[CH:15]=[CH:16][C:17]=2[C:18]#[N:19])=[O:10])=[CH:6][CH:7]=1. Given the reactants [Cl:1][C:2]1[CH:7]=[CH:6][C:5]([C@H:8]([C@@H:29]([CH3:34])[C:30]([F:33])([F:32])[F:31])[C:9]([NH:11][C:12]2[CH:13]=[C:14]([CH2:20][CH2:21][C:22]([O:24]C(C)(C)C)=[O:23])[CH:15]=[CH:16][C:17]=2[C:18]#[N:19])=[O:10])=[CH:4][CH:3]=1.FC(F)(F)C(O)=O, predict the reaction product. (5) Given the reactants [Cl:1][C:2]1[CH:7]=[CH:6][CH:5]=[CH:4][C:3]=1[CH:8]([OH:13])[C:9]([NH:11][NH2:12])=O.[CH3:14][CH:15]([CH2:20][CH3:21])[CH2:16][N:17]=[C:18]=[S:19], predict the reaction product. The product is: [Cl:1][C:2]1[CH:7]=[CH:6][CH:5]=[CH:4][C:3]=1[CH:8]([OH:13])[C:9]1[N:17]([CH2:16][CH:15]([CH3:14])[CH2:20][CH3:21])[C:18](=[S:19])[NH:12][N:11]=1. (6) Given the reactants [CH2:1](Br)[C:2]1[CH:7]=[CH:6][CH:5]=[CH:4][CH:3]=1.[CH2:9]1[CH:17]2[CH:12]([CH2:13][NH:14][CH2:15][CH2:16]2)[CH2:11][N:10]1[C:18]([O:20][C:21]([CH3:24])([CH3:23])[CH3:22])=[O:19].C(=O)([O-])[O-].[K+].[K+].C1OCCOCCOCCOCCOCCOC1, predict the reaction product. The product is: [CH2:1]([N:14]1[CH2:15][CH2:16][CH:17]2[CH2:9][N:10]([C:18]([O:20][C:21]([CH3:24])([CH3:23])[CH3:22])=[O:19])[CH2:11][CH:12]2[CH2:13]1)[C:2]1[CH:7]=[CH:6][CH:5]=[CH:4][CH:3]=1. (7) Given the reactants [Cl:1][C:2]1[CH:3]=[C:4]([NH:9][CH:10]([CH3:14])[C:11](O)=[O:12])[CH:5]=[CH:6][C:7]=1[Cl:8], predict the reaction product. The product is: [Cl:1][C:2]1[CH:3]=[C:4]([NH:9][CH:10]([CH3:14])[CH2:11][OH:12])[CH:5]=[CH:6][C:7]=1[Cl:8]. (8) Given the reactants [C:1]([C:3]1[C:4]([N:22]2[CH2:27][CH2:26][CH:25]([C:28]([O:30]C(C)(C)C)=[O:29])[CH2:24][CH2:23]2)=[N:5][C:6]([CH2:14][N:15]2[CH2:20][CH2:19][CH2:18][CH2:17][C:16]2=[O:21])=[C:7]([C:9]([CH:11]2[CH2:13][CH2:12]2)=[O:10])[CH:8]=1)#[N:2], predict the reaction product. The product is: [C:1]([C:3]1[C:4]([N:22]2[CH2:23][CH2:24][CH:25]([C:28]([OH:30])=[O:29])[CH2:26][CH2:27]2)=[N:5][C:6]([CH2:14][N:15]2[CH2:20][CH2:19][CH2:18][CH2:17][C:16]2=[O:21])=[C:7]([C:9]([CH:11]2[CH2:13][CH2:12]2)=[O:10])[CH:8]=1)#[N:2]. (9) Given the reactants [C:1]([O:5][C:6]([NH:8][C:9]([CH3:22])([CH3:21])[C:10]([NH:12]/[C:13](=[N:19]/[OH:20])/[C:14]([O:16][CH2:17][CH3:18])=[O:15])=O)=[O:7])([CH3:4])([CH3:3])[CH3:2], predict the reaction product. The product is: [C:1]([O:5][C:6]([NH:8][C:9]([C:10]1[O:20][N:19]=[C:13]([C:14]([O:16][CH2:17][CH3:18])=[O:15])[N:12]=1)([CH3:22])[CH3:21])=[O:7])([CH3:4])([CH3:3])[CH3:2]. (10) The product is: [C:20]([C:4]1[CH:3]=[C:2]([N:25]2[CH2:24][CH2:23][N:22]([C:28]([O:30][C:31]([CH3:34])([CH3:33])[CH3:32])=[O:29])[CH2:27][CH2:26]2)[N:7]=[N:6][C:5]=1[N:8]1[C:16]2[C:11](=[CH:12][C:13]([N+:17]([O-:19])=[O:18])=[CH:14][CH:15]=2)[CH:10]=[CH:9]1)#[N:21]. Given the reactants Cl[C:2]1[N:7]=[N:6][C:5]([N:8]2[C:16]3[C:11](=[CH:12][C:13]([N+:17]([O-:19])=[O:18])=[CH:14][CH:15]=3)[CH:10]=[CH:9]2)=[C:4]([C:20]#[N:21])[CH:3]=1.[N:22]1([C:28]([O:30][C:31]([CH3:34])([CH3:33])[CH3:32])=[O:29])[CH2:27][CH2:26][NH:25][CH2:24][CH2:23]1, predict the reaction product.